The task is: Predict the reaction yield, written as a fraction of the theoretical maximum amount of product (1.0 means a 100% yield; for example, 0.34 means a 34% yield).. This data is from Reaction yield outcomes from USPTO patents with 853,638 reactions. (1) The reactants are [Cl:1][C:2]1[CH:18]=[CH:17][C:5]([O:6][C:7]2[CH:16]=[CH:15][C:10]([C:11]([O:13]C)=[O:12])=[CH:9][CH:8]=2)=[CH:4][CH:3]=1.[OH-].[Na+]. The catalyst is CO.O. The yield is 0.790. The product is [Cl:1][C:2]1[CH:3]=[CH:4][C:5]([O:6][C:7]2[CH:16]=[CH:15][C:10]([C:11]([OH:13])=[O:12])=[CH:9][CH:8]=2)=[CH:17][CH:18]=1. (2) The reactants are C([O:4][CH2:5][C:6]1[C:7]([S:37]([CH3:40])(=[O:39])=[O:38])=[CH:8][C:9]2[N:13]3[CH2:14][CH2:15][N:16]([C:21]4[N:26]=[C:25]([C:27]([F:30])([F:29])[F:28])[C:24]([C:31]([O:33]CC)=[O:32])=[CH:23][N:22]=4)[C@H:17]([CH:18]([CH3:20])[CH3:19])[C:12]3=[N:11][C:10]=2[CH:36]=1)(=O)C.O[Li].O. The catalyst is CO.O. The product is [OH:4][CH2:5][C:6]1[C:7]([S:37]([CH3:40])(=[O:38])=[O:39])=[CH:8][C:9]2[N:13]3[CH2:14][CH2:15][N:16]([C:21]4[N:26]=[C:25]([C:27]([F:29])([F:28])[F:30])[C:24]([C:31]([OH:33])=[O:32])=[CH:23][N:22]=4)[C@H:17]([CH:18]([CH3:20])[CH3:19])[C:12]3=[N:11][C:10]=2[CH:36]=1.[OH:4][CH2:5][C:6]1[C:7]([S:37]([CH3:40])(=[O:38])=[O:39])=[CH:8][C:9]2[N:13]3[CH2:14][CH2:15][N:16]([C:21]4[N:26]=[C:25]([C:27]([F:29])([F:28])[F:30])[C:24]([C:31]([OH:33])=[O:32])=[CH:23][N:22]=4)[C@@H:17]([CH:18]([CH3:20])[CH3:19])[C:12]3=[N:11][C:10]=2[CH:36]=1. The yield is 0.400. (3) The catalyst is CN(C)C=O. The yield is 0.420. The product is [Cl:1][C:2]1[CH:7]=[CH:6][C:5]([C:8]2[C:17]3[C:12](=[CH:13][CH:14]=[C:15]([C:18]([NH:56][CH2:55][CH2:54][C:53]([F:58])([F:57])[F:52])=[O:20])[CH:16]=3)[CH:11]=[N:10][CH:9]=2)=[CH:4][CH:3]=1. The reactants are [Cl:1][C:2]1[CH:7]=[CH:6][C:5]([C:8]2[C:17]3[C:12](=[CH:13][CH:14]=[C:15]([C:18]([OH:20])=O)[CH:16]=3)[CH:11]=[N:10][CH:9]=2)=[CH:4][CH:3]=1.F[B-](F)(F)F.N1(OC(N(C)C)=[N+](C)C)C2C=CC=CC=2N=N1.C(N(CC)C(C)C)(C)C.[F:52][C:53]([F:58])([F:57])[CH2:54][CH2:55][NH2:56]. (4) The reactants are [OH:1][C@H:2]([CH2:25]O)[C@@H:3]([N:10]1[C:18]2[C:13](=[CH:14][CH:15]=[CH:16][CH:17]=2)[C:12]2([CH2:23][CH2:22][CH2:21][CH2:20][CH2:19]2)[C:11]1=[O:24])[C:4]1[CH:9]=[CH:8][CH:7]=[CH:6][CH:5]=1.C1(C)C=CC(S(Cl)(=O)=O)=CC=1.[N:38]1C=CC=C[CH:39]=1. The catalyst is C(OCC)(=O)C. The product is [OH:1][C@H:2]([CH2:25][NH:38][CH3:39])[C@@H:3]([N:10]1[C:18]2[C:13](=[CH:14][CH:15]=[CH:16][CH:17]=2)[C:12]2([CH2:23][CH2:22][CH2:21][CH2:20][CH2:19]2)[C:11]1=[O:24])[C:4]1[CH:9]=[CH:8][CH:7]=[CH:6][CH:5]=1. The yield is 0.320.